Dataset: Catalyst prediction with 721,799 reactions and 888 catalyst types from USPTO. Task: Predict which catalyst facilitates the given reaction. The catalyst class is: 122. Product: [Br:24][C:21]1[CH:22]=[CH:23][C:18]([C:14]#[C:13][C:10]2[CH:9]=[CH:8][C:7]([O:6][CH2:5][CH2:4][N:3]([CH2:1][CH3:2])[CH2:15][CH3:16])=[CH:12][CH:11]=2)=[N:19][CH:20]=1. Reactant: [CH2:1]([N:3]([CH2:15][CH3:16])[CH2:4][CH2:5][O:6][C:7]1[CH:12]=[CH:11][C:10]([C:13]#[CH:14])=[CH:9][CH:8]=1)[CH3:2].Br[C:18]1[CH:23]=[CH:22][C:21]([Br:24])=[CH:20][N:19]=1.C(N(C(C)C)C(C)C)C.C(NC(C)C)(C)C.